This data is from Full USPTO retrosynthesis dataset with 1.9M reactions from patents (1976-2016). The task is: Predict the reactants needed to synthesize the given product. (1) Given the product [Br:1][C:2]1[CH:7]=[CH:6][C:5]([C@H:8]2[CH2:10][C@@H:9]2[CH2:11][N:13]2[CH2:18][CH2:17][CH2:16][CH2:15][CH2:14]2)=[CH:4][CH:3]=1, predict the reactants needed to synthesize it. The reactants are: [Br:1][C:2]1[CH:7]=[CH:6][C:5]([C@H:8]2[CH2:10][C@@H:9]2[C:11]([N:13]2[CH2:18][CH2:17][CH2:16][CH2:15][CH2:14]2)=O)=[CH:4][CH:3]=1.C1COCC1. (2) Given the product [Br:13][C:10]1[CH:11]=[CH:12][C:7]([O:6][CH2:5][C:4]([OH:3])=[O:18])=[C:8]([C:14]2[N:27]=[C:25]([C:24]3[CH:28]=[CH:29][C:21]([O:20][CH3:19])=[CH:22][CH:23]=3)[O:26][CH:15]=2)[CH:9]=1, predict the reactants needed to synthesize it. The reactants are: C([O:3][C:4](=[O:18])[CH2:5][O:6][C:7]1[CH:12]=[CH:11][C:10]([Br:13])=[CH:9][C:8]=1[C:14](=O)[CH2:15]Br)C.[CH3:19][O:20][C:21]1[CH:29]=[CH:28][C:24]([C:25]([NH2:27])=[O:26])=[CH:23][CH:22]=1. (3) Given the product [NH2:1][C:2]1[CH:10]=[C:9]([Cl:11])[CH:8]=[CH:7][C:3]=1[C:4]([NH2:18])=[O:5], predict the reactants needed to synthesize it. The reactants are: [NH2:1][C:2]1[CH:10]=[C:9]([Cl:11])[CH:8]=[CH:7][C:3]=1[C:4](O)=[O:5].C1C=CC2N(O)N=[N:18]C=2C=1.CCN(C(C)C)C(C)C.CCN=C=NCCCN(C)C.N.CO. (4) Given the product [NH2:11][C@H:12]1[CH2:17][CH2:16][CH2:15][CH2:14][C@@:13]1([CH2:22][CH3:23])[C:18]([O:20][CH3:21])=[O:19], predict the reactants needed to synthesize it. The reactants are: C(OC([NH:11][C@H:12]1[CH2:17][CH2:16][CH2:15][CH2:14][C@@:13]1([CH2:22][CH3:23])[C:18]([O:20][CH3:21])=[O:19])=O)C1C=CC=CC=1. (5) Given the product [ClH:49].[F:31][C:32]1[C:39]([C:40]([F:41])([F:42])[F:43])=[CH:38][CH:37]=[CH:36][C:33]=1[CH2:34][N:9]([CH2:8][CH:7]([C:1]1[CH:2]=[CH:3][CH:4]=[CH:5][CH:6]=1)[C:25]1[CH:26]=[CH:27][CH:28]=[CH:29][CH:30]=1)[CH2:10][C@@H:11]([CH3:24])[CH2:12][O:13][C:14]1[CH:15]=[C:16]([CH2:20][C:21]([OH:23])=[O:22])[CH:17]=[CH:18][CH:19]=1, predict the reactants needed to synthesize it. The reactants are: [C:1]1([CH:7]([C:25]2[CH:30]=[CH:29][CH:28]=[CH:27][CH:26]=2)[CH2:8][NH:9][CH2:10][C@@H:11]([CH3:24])[CH2:12][O:13][C:14]2[CH:15]=[C:16]([CH2:20][C:21]([OH:23])=[O:22])[CH:17]=[CH:18][CH:19]=2)[CH:6]=[CH:5][CH:4]=[CH:3][CH:2]=1.[F:31][C:32]1[C:39]([C:40]([F:43])([F:42])[F:41])=[CH:38][CH:37]=[CH:36][C:33]=1[CH:34]=O.COC(=O)C.[Cl:49]C1C(C(F)(F)F)=CC=CC=1C=O.Cl.CCOCC.